From a dataset of Reaction yield outcomes from USPTO patents with 853,638 reactions. Predict the reaction yield, written as a fraction of the theoretical maximum amount of product (1.0 means a 100% yield; for example, 0.34 means a 34% yield). (1) The reactants are [O:1]1[CH2:5][CH2:4][O:3][CH:2]1[C:6]1[CH:13]=[CH:12][C:9]([C:10]#N)=[CH:8][CH:7]=1.[CH2:14]([Mg]Cl)[C:15]1[CH:20]=[CH:19][CH:18]=[CH:17][CH:16]=1.C1C[O:26]CC1. No catalyst specified. The product is [O:1]1[CH2:5][CH2:4][O:3][CH:2]1[C:6]1[CH:13]=[CH:12][C:9]([C:10](=[O:26])[CH2:14][C:15]2[CH:20]=[CH:19][CH:18]=[CH:17][CH:16]=2)=[CH:8][CH:7]=1. The yield is 0.100. (2) The reactants are [CH3:1][C:2]1[CH:3]=[C:4]2[C:9](=[CH:10][CH:11]=1)[NH:8][C:7](=[O:12])[C:6]([CH:13]=O)=[CH:5]2.[C:15]1([CH2:21][NH2:22])[CH:20]=[CH:19][CH:18]=[CH:17][CH:16]=1.C(O)(=O)C. The yield is 0.450. The catalyst is C1COCC1. The product is [CH2:21]([NH:22][CH2:13][C:6]1[C:7](=[O:12])[NH:8][C:9]2[C:4]([CH:5]=1)=[CH:3][C:2]([CH3:1])=[CH:11][CH:10]=2)[C:15]1[CH:20]=[CH:19][CH:18]=[CH:17][CH:16]=1. (3) The reactants are Cl[C:2]1[C:7]2[C:8]([C:19]([NH:21][CH3:22])=[O:20])=[N:9][N:10]([CH2:11][O:12][CH2:13][CH2:14][Si:15]([CH3:18])([CH3:17])[CH3:16])[C:6]=2[CH:5]=[C:4]([C:23]2[CH:28]=[C:27]([F:29])[C:26]([O:30][CH3:31])=[CH:25][C:24]=2[CH2:32][C:33]([F:36])([F:35])[F:34])[N:3]=1.[NH2:37][CH2:38][C:39]1[C:40]([N:45]([CH3:55])[S:46]([C:49]2[CH:54]=[CH:53][CH:52]=[CH:51][CH:50]=2)(=[O:48])=[O:47])=[N:41][CH:42]=[CH:43][N:44]=1.CCN(C(C)C)C(C)C. The catalyst is C(O)CCC. The product is [F:29][C:27]1[C:26]([O:30][CH3:31])=[CH:25][C:24]([CH2:32][C:33]([F:36])([F:35])[F:34])=[C:23]([C:4]2[N:3]=[C:2]([NH:37][CH2:38][C:39]3[C:40]([N:45]([CH3:55])[S:46]([C:49]4[CH:50]=[CH:51][CH:52]=[CH:53][CH:54]=4)(=[O:48])=[O:47])=[N:41][CH:42]=[CH:43][N:44]=3)[C:7]3[C:8]([C:19]([NH:21][CH3:22])=[O:20])=[N:9][N:10]([CH2:11][O:12][CH2:13][CH2:14][Si:15]([CH3:18])([CH3:17])[CH3:16])[C:6]=3[CH:5]=2)[CH:28]=1. The yield is 0.510. (4) The reactants are C([O:3][C:4](=[O:34])[CH2:5][CH:6]1[CH2:11][CH2:10][N:9]([C:12]2[C:17]([NH:18][C:19](=[O:27])[C:20]3[CH:25]=[CH:24][CH:23]=[C:22]([Cl:26])[CH:21]=3)=[CH:16][C:15]([C:28](=[O:33])[NH:29][CH:30]3[CH2:32][CH2:31]3)=[CH:14][N:13]=2)[CH2:8][CH2:7]1)C.O1CCCC1.CO.[OH-].[Li+]. The catalyst is O. The product is [Cl:26][C:22]1[CH:21]=[C:20]([CH:25]=[CH:24][CH:23]=1)[C:19]([NH:18][C:17]1[C:12]([N:9]2[CH2:10][CH2:11][CH:6]([CH2:5][C:4]([OH:34])=[O:3])[CH2:7][CH2:8]2)=[N:13][CH:14]=[C:15]([C:28](=[O:33])[NH:29][CH:30]2[CH2:31][CH2:32]2)[CH:16]=1)=[O:27]. The yield is 0.660. (5) The reactants are Br[C:2]1[CH:7]=[CH:6][C:5]([CH:8]([CH3:15])[CH2:9][NH:10][S:11]([CH3:14])(=[O:13])=[O:12])=[CH:4][CH:3]=1.C(=O)([O-])[O-].[K+].[K+].[F:22][C:23]1[CH:28]=[CH:27][C:26](B(O)O)=[CH:25][CH:24]=1. The catalyst is C1(C)C=CC=CC=1.C(OCC)(=O)C.C(OCC)C.Cl[Pd](Cl)([P](C1C=CC=CC=1)(C1C=CC=CC=1)C1C=CC=CC=1)[P](C1C=CC=CC=1)(C1C=CC=CC=1)C1C=CC=CC=1. The product is [F:22][C:23]1[CH:28]=[CH:27][C:26]([C:2]2[CH:7]=[CH:6][C:5]([CH:8]([CH3:15])[CH2:9][NH:10][S:11]([CH3:14])(=[O:13])=[O:12])=[CH:4][CH:3]=2)=[CH:25][CH:24]=1. The yield is 0.120. (6) The yield is 0.590. The reactants are [CH3:1][C:2]1[N:7]=[C:6]([C:8]([OH:10])=[O:9])[CH:5]=[CH:4][CH:3]=1.S(=O)(=O)(O)O.[CH3:16]O. No catalyst specified. The product is [CH3:16][O:9][C:8]([C:6]1[CH:5]=[CH:4][CH:3]=[C:2]([CH3:1])[N:7]=1)=[O:10]. (7) The reactants are C1(OC2C=CC=CC=2)C=CC=CC=1.[Br:14][C:15]1[CH:16]=[C:17]([NH:25][CH:26]=[C:27]2[C:32](=[O:33])OC(C)(C)OC2=O)[CH:18]=[CH:19][C:20]=1[S:21]([CH3:24])(=[O:23])=[O:22]. No catalyst specified. The product is [Br:14][C:15]1[CH:16]=[C:17]2[C:18]([C:32]([OH:33])=[CH:27][CH:26]=[N:25]2)=[CH:19][C:20]=1[S:21]([CH3:24])(=[O:22])=[O:23]. The yield is 0.310.